From a dataset of Forward reaction prediction with 1.9M reactions from USPTO patents (1976-2016). Predict the product of the given reaction. (1) Given the reactants [Si:1]([O:18][CH:19]1[CH2:22][C:21](=[CH:23][C:24]#[N:25])[CH2:20]1)([C:14]([CH3:17])([CH3:16])[CH3:15])([C:8]1[CH:13]=[CH:12][CH:11]=[CH:10][CH:9]=1)[C:2]1[CH:7]=[CH:6][CH:5]=[CH:4][CH:3]=1.[NH:26]1[CH:30]=[C:29]([C:31]2[C:32]3[CH:39]=[CH:38][N:37]([CH2:40][O:41][CH2:42][CH2:43][Si:44]([CH3:47])([CH3:46])[CH3:45])[C:33]=3[N:34]=[CH:35][N:36]=2)[CH:28]=[N:27]1.N12CCCN=C1CCCCC2, predict the reaction product. The product is: [Si:1]([O:18][CH:19]1[CH2:22][C:21]([CH2:23][C:24]#[N:25])([N:26]2[CH:30]=[C:29]([C:31]3[C:32]4[CH:39]=[CH:38][N:37]([CH2:40][O:41][CH2:42][CH2:43][Si:44]([CH3:47])([CH3:46])[CH3:45])[C:33]=4[N:34]=[CH:35][N:36]=3)[CH:28]=[N:27]2)[CH2:20]1)([C:14]([CH3:17])([CH3:16])[CH3:15])([C:8]1[CH:13]=[CH:12][CH:11]=[CH:10][CH:9]=1)[C:2]1[CH:3]=[CH:4][CH:5]=[CH:6][CH:7]=1. (2) The product is: [Si:37]([O:15][C@@H:13]([CH3:14])[C@@H:12]([NH:16][C:17]1[CH:22]=[CH:21][C:20]([C:23]#[N:24])=[C:19]([C:25]([F:28])([F:27])[F:26])[C:18]=1[CH3:29])[C:11]([NH:10][NH:9][C:7](=[O:8])[C:6]1[CH:5]=[CH:4][C:3]([C:1]#[N:2])=[CH:32][CH:31]=1)=[O:30])([C:34]([CH3:36])([CH3:35])[CH3:33])([CH3:39])[CH3:38]. Given the reactants [C:1]([C:3]1[CH:32]=[CH:31][C:6]([C:7]([NH:9][NH:10][C:11](=[O:30])[C@H:12]([NH:16][C:17]2[CH:22]=[CH:21][C:20]([C:23]#[N:24])=[C:19]([C:25]([F:28])([F:27])[F:26])[C:18]=2[CH3:29])[C@@H:13]([OH:15])[CH3:14])=[O:8])=[CH:5][CH:4]=1)#[N:2].[CH3:33][C:34]([Si:37](Cl)([CH3:39])[CH3:38])([CH3:36])[CH3:35].N1C=CN=C1, predict the reaction product. (3) Given the reactants [CH2:1]([N:8]1[CH2:14][CH2:13][CH2:12][CH2:11][C:10]([NH:30][C:31]([N:33]2[CH2:38][CH2:37][CH:36]([N:39]3[CH2:48][C:47]4[C:42](=[CH:43][CH:44]=[CH:45][CH:46]=4)[NH:41][C:40]3=[O:49])[CH2:35][CH2:34]2)=[O:32])([CH2:15][C:16]2[CH:21]=[CH:20][C:19]([O:22]CC3C=CC=CC=3)=[CH:18][CH:17]=2)[C:9]1=[O:50])[C:2]1[CH:7]=[CH:6][CH:5]=[CH:4][CH:3]=1, predict the reaction product. The product is: [CH2:1]([N:8]1[CH2:14][CH2:13][CH2:12][CH2:11][C:10]([NH:30][C:31]([N:33]2[CH2:34][CH2:35][CH:36]([N:39]3[CH2:48][C:47]4[C:42](=[CH:43][CH:44]=[CH:45][CH:46]=4)[NH:41][C:40]3=[O:49])[CH2:37][CH2:38]2)=[O:32])([CH2:15][C:16]2[CH:17]=[CH:18][C:19]([OH:22])=[CH:20][CH:21]=2)[C:9]1=[O:50])[C:2]1[CH:3]=[CH:4][CH:5]=[CH:6][CH:7]=1. (4) Given the reactants [CH2:1]([O:8][C:9]([NH:11][C@H:12]([C:17]([OH:19])=O)[CH2:13][C:14]([OH:16])=[O:15])=[O:10])[C:2]1[CH:7]=[CH:6][CH:5]=[CH:4][CH:3]=1.O[C:21]1[C:29]2N=NN[C:25]=2[CH:24]=[CH:23][CH:22]=1.Cl.[CH3:31]N(C)CCCN=C=NCC.[NH2:42][CH2:43][CH2:44][CH:45]([O:49][CH2:50][CH3:51])[O:46][CH2:47][CH3:48].C(N(CC)C(C)C)(C)C, predict the reaction product. The product is: [CH2:1]([O:8][C:9]([NH:11][C@H:12]([C:17]([NH:42][CH2:43][CH2:44][CH:45]([O:49][CH2:50][CH3:51])[O:46][CH2:47][CH3:48])=[O:19])[CH2:13][C:14]([O:16][CH2:31][C:21]1[CH:29]=[CH:25][CH:24]=[CH:23][CH:22]=1)=[O:15])=[O:10])[C:2]1[CH:3]=[CH:4][CH:5]=[CH:6][CH:7]=1. (5) Given the reactants [CH3:1][SiH2:2][O:3][Si:4]([CH3:7])([CH3:6])[CH3:5].[CH2:8]=[CH:9]C.[C:11]1(C)C=CC=CC=1, predict the reaction product. The product is: [CH2:5]([Si:4]([CH3:7])([CH3:6])[O:3][SiH:2]([CH3:11])[CH3:1])[CH2:8][CH3:9]. (6) Given the reactants [CH3:1][C:2]1([CH3:29])[O:6][C@H:5]([CH2:7][N:8]2[CH:12]=[CH:11][C:10]([NH:13][C:14](=[O:28])[CH:15]([N:20]3[C:25](=[O:26])[CH:24]=[C:23](I)[CH:22]=[N:21]3)[CH2:16][CH:17]([CH3:19])[CH3:18])=[N:9]2)[CH2:4][O:3]1.C(=O)([O-])[O-].[K+].[K+].C1(P(C2C=CC=CC=2)C2C=CC3C(=CC=CC=3)C=2C2C3C(=CC=CC=3)C=CC=2P(C2C=CC=CC=2)C2C=CC=CC=2)C=CC=CC=1.[Cl:82][C:83]1[CH:89]=[CH:88][CH:87]=[CH:86][C:84]=1[NH2:85], predict the reaction product. The product is: [CH3:1][C:2]1([CH3:29])[O:6][C@H:5]([CH2:7][N:8]2[CH:12]=[CH:11][C:10]([NH:13][C:14](=[O:28])[CH:15]([N:20]3[C:25](=[O:26])[CH:24]=[C:23]([NH:85][C:84]4[CH:86]=[CH:87][CH:88]=[CH:89][C:83]=4[Cl:82])[CH:22]=[N:21]3)[CH2:16][CH:17]([CH3:19])[CH3:18])=[N:9]2)[CH2:4][O:3]1.